Dataset: Forward reaction prediction with 1.9M reactions from USPTO patents (1976-2016). Task: Predict the product of the given reaction. (1) Given the reactants [Br:1][C:2]1[CH:7]=[CH:6][N:5]=[C:4]2[N:8]([CH3:24])[CH:9]=[C:10]([C:11]3[CH:19]=[C:18]4[C:14]([CH2:15][CH2:16][N:17]4[CH2:20][CH2:21][OH:22])=[CH:13][C:12]=3[F:23])[C:3]=12.[OH-].[K+].[CH3:27]I, predict the reaction product. The product is: [Br:1][C:2]1[CH:7]=[CH:6][N:5]=[C:4]2[N:8]([CH3:24])[CH:9]=[C:10]([C:11]3[CH:19]=[C:18]4[C:14]([CH2:15][CH2:16][N:17]4[CH2:20][CH2:21][O:22][CH3:27])=[CH:13][C:12]=3[F:23])[C:3]=12. (2) The product is: [F:1][C:2]1[C:11]([O:27][C@@H:24]2[CH2:25][CH2:26][C@H:21]([NH2:20])[CH2:22][CH2:23]2)=[C:10]([F:13])[CH:9]=[C:8]2[C:3]=1[CH:4]=[CH:5][N:6]=[CH:7]2. Given the reactants [F:1][C:2]1[C:11](F)=[C:10]([F:13])[CH:9]=[C:8]2[C:3]=1[CH:4]=[CH:5][N:6]=[CH:7]2.C(OC(=O)[NH:20][C@H:21]1[CH2:26][CH2:25][C@@H:24]([OH:27])[CH2:23][CH2:22]1)(C)(C)C.C(OC(=O)N[C@H]1CC[C@H](OC2C(Cl)=C3C(=CC=2)C=NC=C3)CC1)(C)(C)C, predict the reaction product. (3) Given the reactants [OH:1][C:2]1[CH:3]=[C:4]([CH:10]=[CH:11][CH:12]=1)[O:5][CH2:6][C:7]([OH:9])=O.Cl.CN(C)CCCN=C=NCC.O.N1(O)C2C=CC=CC=2N=N1.[NH:36]1[CH2:41][CH2:40][O:39][CH2:38][CH2:37]1, predict the reaction product. The product is: [N:36]1([C:7](=[O:9])[CH2:6][O:5][C:4]2[CH:3]=[C:2]([OH:1])[CH:12]=[CH:11][CH:10]=2)[CH2:41][CH2:40][O:39][CH2:38][CH2:37]1. (4) Given the reactants [CH3:1][O:2][C:3]1[CH:8]=[C:7]([CH3:9])[C:6]([S:10]([N:13]([CH2:15][C:16]2[O:20][CH:19]=[C:18]([C:21](O)=[O:22])[CH:17]=2)[CH3:14])(=[O:12])=[O:11])=[C:5]([CH3:24])[CH:4]=1.C1N=CN(C(N2C=NC=C2)=O)C=1.[N:37]1[CH:42]=[CH:41][C:40]([CH2:43][CH2:44][N:45]2[CH2:50][CH2:49][NH:48][CH2:47][CH2:46]2)=[CH:39][CH:38]=1, predict the reaction product. The product is: [CH3:1][O:2][C:3]1[CH:8]=[C:7]([CH3:9])[C:6]([S:10]([N:13]([CH3:14])[CH2:15][C:16]2[O:20][CH:19]=[C:18]([C:21]([N:48]3[CH2:49][CH2:50][N:45]([CH2:44][CH2:43][C:40]4[CH:39]=[CH:38][N:37]=[CH:42][CH:41]=4)[CH2:46][CH2:47]3)=[O:22])[CH:17]=2)(=[O:11])=[O:12])=[C:5]([CH3:24])[CH:4]=1. (5) Given the reactants FC(F)(F)C(O)=O.[Cl:8][C:9]1[N:14]=[C:13]([NH:15][C:16]2[CH:21]=[CH:20][CH:19]=[C:18]([NH:22][CH2:23][C:24]3[CH:29]=[CH:28][CH:27]=[C:26]([N+:30]([O-])=O)[CH:25]=3)[CH:17]=2)[C:12]([Cl:33])=[CH:11][N:10]=1.O, predict the reaction product. The product is: [NH2:30][C:26]1[CH:25]=[C:24]([CH:29]=[CH:28][CH:27]=1)[CH2:23][NH:22][C:18]1[CH:19]=[CH:20][CH:21]=[C:16]([NH:15][C:13]2[C:12]([Cl:33])=[CH:11][N:10]=[C:9]([Cl:8])[N:14]=2)[CH:17]=1. (6) Given the reactants [NH2:1][C:2]1[N:7]=[CH:6][C:5]([CH2:8][CH:9]([C:15]2[N:16]=[CH:17][N:18]([CH:20]3[CH2:25][CH2:24][CH2:23][CH2:22][CH2:21]3)[CH:19]=2)[C:10]([O:12]CC)=[O:11])=[CH:4][CH:3]=1.[ClH:26], predict the reaction product. The product is: [ClH:26].[NH2:1][C:2]1[N:7]=[CH:6][C:5]([CH2:8][CH:9]([C:15]2[N:16]=[CH:17][N:18]([CH:20]3[CH2:25][CH2:24][CH2:23][CH2:22][CH2:21]3)[CH:19]=2)[C:10]([OH:12])=[O:11])=[CH:4][CH:3]=1. (7) Given the reactants Br[C:2]1[CH:3]=[CH:4][C:5]([O:8][CH3:9])=[N:6][CH:7]=1.C([Li])CCC.[CH3:15][C:16]([C:18]1[CH:23]=[CH:22][CH:21]=[C:20]([Br:24])[CH:19]=1)=O.C1CCCCC1.CCOC(C)=O, predict the reaction product. The product is: [Br:24][C:20]1[CH:19]=[C:18]([C:16]([C:2]2[CH:3]=[CH:4][C:5]([O:8][CH3:9])=[N:6][CH:7]=2)=[CH2:15])[CH:23]=[CH:22][CH:21]=1. (8) Given the reactants [Cl:1][C:2]1[C:3]([OH:24])=[C:4]([CH:11](O)[CH2:12][CH2:13][CH2:14][CH2:15][CH2:16][CH2:17][CH2:18][CH2:19][CH2:20][CH2:21][CH3:22])[C:5]([OH:10])=[C:6]([CH:9]=1)[CH:7]=[O:8].P(=O)(O)(O)O.[Cl-].[Na+], predict the reaction product. The product is: [Cl:1][C:2]1[C:3]([OH:24])=[C:4]([CH:11]=[CH:12][CH2:13][CH2:14][CH2:15][CH2:16][CH2:17][CH2:18][CH2:19][CH2:20][CH2:21][CH3:22])[C:5]([OH:10])=[C:6]([CH:9]=1)[CH:7]=[O:8].